From a dataset of Reaction yield outcomes from USPTO patents with 853,638 reactions. Predict the reaction yield, written as a fraction of the theoretical maximum amount of product (1.0 means a 100% yield; for example, 0.34 means a 34% yield). (1) The reactants are C([N:8]1[CH2:12][CH2:11][C@H:10]([O:13][C:14]2[CH:15]=[C:16]3[C:20](=[CH:21][CH:22]=2)[NH:19][C:18]([C:23]([N:25]2[CH2:30][CH2:29][O:28][CH2:27][CH2:26]2)=[O:24])=[CH:17]3)[CH2:9]1)C1C=CC=CC=1. The catalyst is [Pd].C(OCC)(=O)C.CO. The product is [N:25]1([C:23]([C:18]2[NH:19][C:20]3[C:16]([CH:17]=2)=[CH:15][C:14]([O:13][C@H:10]2[CH2:11][CH2:12][NH:8][CH2:9]2)=[CH:22][CH:21]=3)=[O:24])[CH2:26][CH2:27][O:28][CH2:29][CH2:30]1. The yield is 0.770. (2) The reactants are [CH3:1][O:2][C:3]1[C:4]([N+:16]([O-:18])=[O:17])=[C:5]2[C:10](=[CH:11][C:12]=1[O:13][CH3:14])[N:9]=[CH:8][NH:7][C:6]2=O.S(Cl)([Cl:21])=O.[OH:23][C:24]1[CH:25]=[C:26]([CH:28]=[CH:29][C:30]=1[CH3:31])[NH2:27]. The catalyst is CN(C=O)C.CC(O)C. The product is [ClH:21].[CH3:1][O:2][C:3]1[C:4]([N+:16]([O-:18])=[O:17])=[C:5]2[C:10](=[CH:11][C:12]=1[O:13][CH3:14])[N:9]=[CH:8][N:7]=[C:6]2[NH:27][C:26]1[CH:28]=[CH:29][C:30]([CH3:31])=[C:24]([OH:23])[CH:25]=1. The yield is 0.810. (3) No catalyst specified. The reactants are [Br:1][C:2]1[CH:9]=[CH:8][C:5]([CH:6]=O)=[CH:4][CH:3]=1.[C:10]([NH:13][CH2:14][C:15]([OH:17])=[O:16])(=O)[CH3:11].C([O-])(=O)C.[Na+].C(OC(=O)C)(=O)C. The product is [Br:1][C:2]1[CH:9]=[CH:8][C:5]([CH:6]=[C:14]2[C:15](=[O:16])[O:17][C:10]([CH3:11])=[N:13]2)=[CH:4][CH:3]=1. The yield is 0.640.